This data is from Forward reaction prediction with 1.9M reactions from USPTO patents (1976-2016). The task is: Predict the product of the given reaction. (1) The product is: [F:13][C:2]([F:1])([C:6]1[CH:11]=[CH:10][C:9]([F:12])=[CH:8][CH:7]=1)[C:3]([NH:20][C:21]1[CH:25]=[CH:24][S:23][C:22]=1[C:26]([NH2:28])=[O:27])=[O:5]. Given the reactants [F:1][C:2]([F:13])([C:6]1[CH:11]=[CH:10][C:9]([F:12])=[CH:8][CH:7]=1)[C:3]([OH:5])=O.N1C=CC=CC=1.[NH2:20][C:21]1[CH:25]=[CH:24][S:23][C:22]=1[C:26]([NH2:28])=[O:27], predict the reaction product. (2) The product is: [CH3:1][C:2]1[N:6]([CH2:7][C:8]([N:10]2[CH2:15][CH2:14][CH:13]([C:16]3[S:17][CH:18]=[C:19]([C:21](=[O:23])[S:38][C:28]4[C:37]5[C:32](=[CH:33][CH:34]=[CH:35][CH:36]=5)[CH:31]=[CH:30][CH:29]=4)[N:20]=3)[CH2:12][CH2:11]2)=[O:9])[N:5]=[C:4]([C:24]([F:25])([F:27])[F:26])[CH:3]=1. Given the reactants [CH3:1][C:2]1[N:6]([CH2:7][C:8]([N:10]2[CH2:15][CH2:14][CH:13]([C:16]3[S:17][CH:18]=[C:19]([C:21]([OH:23])=O)[N:20]=3)[CH2:12][CH2:11]2)=[O:9])[N:5]=[C:4]([C:24]([F:27])([F:26])[F:25])[CH:3]=1.[C:28]1([SH:38])[C:37]2[C:32](=[CH:33][CH:34]=[CH:35][CH:36]=2)[CH:31]=[CH:30][CH:29]=1, predict the reaction product. (3) Given the reactants [CH3:1][CH:2]1COC(=O)N1.[F:8][C:9]([F:50])([F:49])[C:10]1[CH:11]=[C:12]([C@H:20]2[O:24][C:23](=[O:25])[N:22]([CH2:26][C:27]3[CH:28]=[C:29]4[C:33](=[CH:34][C:35]=3[C:36]3[CH:41]=[C:40]([CH:42]([CH3:44])[CH3:43])[C:39]([F:45])=[CH:38][C:37]=3[O:46][CH3:47])[CH2:32][NH:31][CH2:30]4)[C@H:21]2[CH3:48])[CH:13]=[C:14]([C:16]([F:19])([F:18])[F:17])[CH:15]=1.C(=O)C, predict the reaction product. The product is: [F:19][C:16]([F:17])([F:18])[C:14]1[CH:13]=[C:12]([C@H:20]2[O:24][C:23](=[O:25])[N:22]([CH2:26][C:27]3[CH:28]=[C:29]4[C:33](=[CH:34][C:35]=3[C:36]3[CH:41]=[C:40]([CH:42]([CH3:43])[CH3:44])[C:39]([F:45])=[CH:38][C:37]=3[O:46][CH3:47])[CH2:32][N:31]([CH2:1][CH3:2])[CH2:30]4)[C@H:21]2[CH3:48])[CH:11]=[C:10]([C:9]([F:8])([F:49])[F:50])[CH:15]=1. (4) The product is: [F:34][C:29]1[CH:28]=[C:27]([C@@H:26]2[CH2:25][CH2:24][NH:23][CH2:22][C@H:21]2[F:20])[CH:32]=[CH:31][C:30]=1[OH:33]. Given the reactants CS(O[C@H]1CCN(CC2C=CC(C)=CC=2)C1=O)(=O)=O.[F:20][C@H:21]1[C@H:26]([C:27]2[CH:32]=[CH:31][C:30]([OH:33])=[C:29]([F:34])[CH:28]=2)[CH2:25][CH2:24][N:23](C(OC(C)(C)C)=O)[CH2:22]1.CCN(C(C)C)C(C)C, predict the reaction product. (5) The product is: [Br:16][C:17]1[CH:18]=[C:19]([CH:23]=[CH:24][CH:25]=1)[C:20]([C:2]1[NH:1][C:9]2[C:4]([C:3]=1[CH2:10][C:11]([O:13][CH2:14][CH3:15])=[O:12])=[CH:5][CH:6]=[CH:7][CH:8]=2)=[O:21]. Given the reactants [NH:1]1[C:9]2[C:4](=[CH:5][CH:6]=[CH:7][CH:8]=2)[C:3]([CH2:10][C:11]([O:13][CH2:14][CH3:15])=[O:12])=[CH:2]1.[Br:16][C:17]1[CH:18]=[C:19]([CH:23]=[CH:24][CH:25]=1)[C:20](Cl)=[O:21], predict the reaction product.